This data is from Reaction yield outcomes from USPTO patents with 853,638 reactions. The task is: Predict the reaction yield, written as a fraction of the theoretical maximum amount of product (1.0 means a 100% yield; for example, 0.34 means a 34% yield). The reactants are [NH2:1][C:2]1[N:7]=[CH:6][C:5]([N:8]2[CH2:13][CH2:12][N:11]([C:14]([O:16][C:17]([CH3:20])([CH3:19])[CH3:18])=[O:15])[CH2:10][C:9]2([CH3:22])[CH3:21])=[CH:4][CH:3]=1.Br[C:24]1[C:25](=[O:32])[N:26]([CH3:31])[CH:27]=[C:28]([Br:30])[CH:29]=1.C(=O)([O-])[O-].[Cs+].[Cs+].CC1(C)C2C(=C(P(C3C=CC=CC=3)C3C=CC=CC=3)C=CC=2)OC2C(P(C3C=CC=CC=3)C3C=CC=CC=3)=CC=CC1=2. The catalyst is C1C=CC(/C=C/C(/C=C/C2C=CC=CC=2)=O)=CC=1.C1C=CC(/C=C/C(/C=C/C2C=CC=CC=2)=O)=CC=1.C1C=CC(/C=C/C(/C=C/C2C=CC=CC=2)=O)=CC=1.[Pd].[Pd].O1CCOCC1. The product is [Br:30][C:28]1[CH:29]=[C:24]([NH:1][C:2]2[N:7]=[CH:6][C:5]([N:8]3[CH2:13][CH2:12][N:11]([C:14]([O:16][C:17]([CH3:20])([CH3:19])[CH3:18])=[O:15])[CH2:10][C:9]3([CH3:22])[CH3:21])=[CH:4][CH:3]=2)[C:25](=[O:32])[N:26]([CH3:31])[CH:27]=1. The yield is 0.790.